This data is from Catalyst prediction with 721,799 reactions and 888 catalyst types from USPTO. The task is: Predict which catalyst facilitates the given reaction. (1) Reactant: F[C:2]1[N:21]=[CH:20][CH:19]=[CH:18][C:3]=1[C:4]([NH:6][C:7]1[CH:8]=[CH:9][C:10]2[S:15][CH2:14][C:13](=[O:16])[NH:12][C:11]=2[CH:17]=1)=[O:5].Cl.[NH:23]1[C:27]2=[N:28][CH:29]=[CH:30][C:31]([CH2:32][NH2:33])=[C:26]2[CH:25]=[CH:24]1.CCN(C(C)C)C(C)C. Product: [O:16]=[C:13]1[NH:12][C:11]2[CH:17]=[C:7]([NH:6][C:4](=[O:5])[C:3]3[CH:18]=[CH:19][CH:20]=[N:21][C:2]=3[NH:33][CH2:32][C:31]3[CH:30]=[CH:29][N:28]=[C:27]4[NH:23][CH:24]=[CH:25][C:26]=34)[CH:8]=[CH:9][C:10]=2[S:15][CH2:14]1. The catalyst class is: 218. (2) Product: [CH3:26][O:25][C:23]1[C:24]2[N:16]([CH2:15][CH2:14][CH2:13][O:12][C:3]3[C:2]([CH3:37])=[CH:11][C:10]4[CH2:9][CH2:8][CH2:7][CH2:6][C:5]=4[CH:4]=3)[N:17]=[CH:18][C:19]=2[N:20]=[C:21]([N:27]2[CH:31]=[C:30]([C:32]([O:34][CH2:35][CH3:36])=[O:33])[CH:29]=[N:28]2)[N:22]=1. Reactant: Br[C:2]1[C:3]([O:12][CH2:13][CH2:14][CH2:15][N:16]2[C:24]3[C:23]([O:25][CH3:26])=[N:22][C:21]([N:27]4[CH:31]=[C:30]([C:32]([O:34][CH2:35][CH3:36])=[O:33])[CH:29]=[N:28]4)=[N:20][C:19]=3[CH:18]=[N:17]2)=[CH:4][C:5]2[CH2:6][CH2:7][CH2:8][CH2:9][C:10]=2[CH:11]=1.[CH3:37]B1OB(C)OB(C)O1.[F-].[Cs+]. The catalyst class is: 12.